This data is from Forward reaction prediction with 1.9M reactions from USPTO patents (1976-2016). The task is: Predict the product of the given reaction. Given the reactants [CH3:1][O:2][C:3]1[CH:4]=[C:5]2[C:9](=[CH:10][CH:11]=1)[NH:8][C:7]([C:12]([O:14][CH2:15][CH3:16])=[O:13])=[C:6]2[CH2:17][CH2:18][N+:19]([O-])=O.[C:22](O[C:22]([O:24][C:25]([CH3:28])([CH3:27])[CH3:26])=[O:23])([O:24][C:25]([CH3:28])([CH3:27])[CH3:26])=[O:23], predict the reaction product. The product is: [C:25]([O:24][C:22]([NH:19][CH2:18][CH2:17][C:6]1[C:5]2[C:9](=[CH:10][CH:11]=[C:3]([O:2][CH3:1])[CH:4]=2)[NH:8][C:7]=1[C:12]([O:14][CH2:15][CH3:16])=[O:13])=[O:23])([CH3:28])([CH3:27])[CH3:26].